From a dataset of Full USPTO retrosynthesis dataset with 1.9M reactions from patents (1976-2016). Predict the reactants needed to synthesize the given product. (1) The reactants are: CO[C:3](=[O:26])[C:4]1[CH:9]=[CH:8][C:7]([O:10][CH2:11][C:12]2[C:13]([C:18]3[CH:23]=[CH:22][C:21]([F:24])=[C:20]([F:25])[CH:19]=3)=[N:14][O:15][C:16]=2[CH3:17])=[N:6][CH:5]=1.[NH2:27][CH:28]1[CH2:33][CH2:32][O:31][CH2:30][CH2:29]1. Given the product [F:25][C:20]1[CH:19]=[C:18]([C:13]2[C:12]([CH2:11][O:10][C:7]3[CH:8]=[CH:9][C:4]([C:3]([NH:27][CH:28]4[CH2:33][CH2:32][O:31][CH2:30][CH2:29]4)=[O:26])=[CH:5][N:6]=3)=[C:16]([CH3:17])[O:15][N:14]=2)[CH:23]=[CH:22][C:21]=1[F:24], predict the reactants needed to synthesize it. (2) Given the product [CH3:1][S:2]([O:27][CH2:26][CH2:25][CH2:24][CH2:23][CH2:22][CH2:21][CH:20]([CH:28]([CH2:37][CH2:38][CH2:39][CH2:40][NH:41][C:42]([O:44][C:45]([CH3:48])([CH3:47])[CH3:46])=[O:43])[NH:29][C:30]([O:32][C:33]([CH3:36])([CH3:35])[CH3:34])=[O:31])[CH2:19][N:18]([CH2:17][CH2:16][CH2:15][CH2:14][NH:13][C:11]([O:10][C:6]([CH3:7])([CH3:8])[CH3:9])=[O:12])[C:49]([O:51][C:52]([CH3:55])([CH3:54])[CH3:53])=[O:50])(=[O:4])=[O:3], predict the reactants needed to synthesize it. The reactants are: [CH3:1][S:2](Cl)(=[O:4])=[O:3].[C:6]([O:10][C:11]([NH:13][CH2:14][CH2:15][CH2:16][CH2:17][N:18]([C:49]([O:51][C:52]([CH3:55])([CH3:54])[CH3:53])=[O:50])[CH2:19][CH:20]([CH:28]([CH2:37][CH2:38][CH2:39][CH2:40][NH:41][C:42]([O:44][C:45]([CH3:48])([CH3:47])[CH3:46])=[O:43])[NH:29][C:30]([O:32][C:33]([CH3:36])([CH3:35])[CH3:34])=[O:31])[CH2:21][CH2:22][CH2:23][CH2:24][CH2:25][CH2:26][OH:27])=[O:12])([CH3:9])([CH3:8])[CH3:7].C(N(CC)CC)C. (3) Given the product [CH:25]1([N:21]2[CH2:22][CH2:23][CH2:24][N:18]([C:16]([C:14]3[CH:13]=[CH:12][C:11]([O:28][C:29]4[CH:34]=[CH:33][C:32]([Cl:35])=[C:31]([Cl:36])[CH:30]=4)=[C:10]([CH2:9][NH:7][CH3:6])[CH:15]=3)=[O:17])[CH2:19][CH2:20]2)[CH2:27][CH2:26]1, predict the reactants needed to synthesize it. The reactants are: C(O[C:6](=O)[N:7]([CH2:9][C:10]1[CH:15]=[C:14]([C:16]([N:18]2[CH2:24][CH2:23][CH2:22][N:21]([CH:25]3[CH2:27][CH2:26]3)[CH2:20][CH2:19]2)=[O:17])[CH:13]=[CH:12][C:11]=1[O:28][C:29]1[CH:34]=[CH:33][C:32]([Cl:35])=[C:31]([Cl:36])[CH:30]=1)C)(C)(C)C.C(O)(C(F)(F)F)=O. (4) Given the product [CH2:1]([O:4][N:5]([C@H:18]1[CH2:23][N:22]([C:24]([O:26][C:27]([CH3:29])([CH3:30])[CH3:28])=[O:25])[C@H:21]([CH2:31][O:32][CH3:39])[CH:20]=[C:19]1[C:33](=[O:37])[N:34]([CH3:35])[CH3:36])[S:6]([C:9]1[CH:14]=[CH:13][CH:12]=[CH:11][C:10]=1[N+:15]([O-:17])=[O:16])(=[O:8])=[O:7])[CH:2]=[CH2:3], predict the reactants needed to synthesize it. The reactants are: [CH2:1]([O:4][N:5]([C@H:18]1[CH2:23][N:22]([C:24]([O:26][C:27]([CH3:30])([CH3:29])[CH3:28])=[O:25])[C@H:21]([CH2:31][OH:32])[CH:20]=[C:19]1[C:33](=[O:37])[N:34]([CH3:36])[CH3:35])[S:6]([C:9]1[CH:14]=[CH:13][CH:12]=[CH:11][C:10]=1[N+:15]([O-:17])=[O:16])(=[O:8])=[O:7])[CH:2]=[CH2:3].I[CH3:39]. (5) Given the product [Cl:19][C:4]1[C:5]([C:17]([O:13][CH3:12])=[O:18])=[N:6][CH:7]=[C:2]([Cl:1])[CH:3]=1, predict the reactants needed to synthesize it. The reactants are: [Cl:1][C:2]1[CH:3]=[CH:4][C:5](C(O)=O)=[N:6][CH:7]=1.C(Cl)(=O)[C:12](Cl)=[O:13].[CH3:17][OH:18].[Cl:19]CCl. (6) Given the product [CH:12]([O:15][C:2]1[N:3]=[CH:4][C:5]([C:8]([OH:10])=[O:9])=[CH:6][N:7]=1)([CH3:14])[CH3:13], predict the reactants needed to synthesize it. The reactants are: Cl[C:2]1[N:7]=[CH:6][C:5]([C:8]([O:10]C)=[O:9])=[CH:4][N:3]=1.[CH:12]([OH:15])([CH3:14])[CH3:13]. (7) Given the product [C:1]1([C@H:13]2[CH2:18][CH2:17][C@H:16](/[CH:19]=[CH:29]/[C:21]#[N:22])[CH2:15][CH2:14]2)[N:2]=[N:3][N:4]2[C:9]=1[C:8]1[CH:10]=[CH:11][NH:12][C:7]=1[N:6]=[CH:5]2, predict the reactants needed to synthesize it. The reactants are: [C:1]1([C@H:13]2[CH2:18][CH2:17][C@H:16]([CH:19]=O)[CH2:15][CH2:14]2)[N:2]=[N:3][N:4]2[C:9]=1[C:8]1[CH:10]=[CH:11][NH:12][C:7]=1[N:6]=[CH:5]2.[C:21]1(C2CCC(=O)CC2)[N:22]=NN2[C:29]=1C1C=CNC=1N=C2. (8) Given the product [CH3:40][O:41][CH2:42][C:43]1[S:47][C:46]([CH2:48][N:49]2[N:53]=[C:52]([NH:54][C:14]([C:10]3[N:11]=[CH:12][O:13][C:9]=3[C:3]3[CH:4]=[CH:5][CH:6]=[CH:7][CH:8]=3)=[O:16])[CH:51]=[N:50]2)=[CH:45][CH:44]=1, predict the reactants needed to synthesize it. The reactants are: N#N.[C:3]1([C:9]2[O:13][CH:12]=[N:11][C:10]=2[C:14]([OH:16])=O)[CH:8]=[CH:7][CH:6]=[CH:5][CH:4]=1.C1C=CC2N(O)N=NC=2C=1.C(Cl)CCl.CCN(C(C)C)C(C)C.[CH3:40][O:41][CH2:42][C:43]1[S:47][C:46]([CH2:48][N:49]2[N:53]=[C:52]([NH2:54])[CH:51]=[N:50]2)=[CH:45][CH:44]=1. (9) Given the product [C:31]([C:26]1([C:23]2[CH:22]=[CH:21][C:20]([NH:19][C:5](=[O:7])[C:4]3[CH:8]=[CH:9][C:10]([O:11][CH3:12])=[C:2]([OH:1])[CH:3]=3)=[CH:25][CH:24]=2)[CH2:30][CH2:29][CH2:28][CH2:27]1)#[N:32], predict the reactants needed to synthesize it. The reactants are: [OH:1][C:2]1[CH:3]=[C:4]([CH:8]=[CH:9][C:10]=1[O:11][CH3:12])[C:5]([OH:7])=O.C(Cl)(=O)C(Cl)=O.[NH2:19][C:20]1[CH:25]=[CH:24][C:23]([C:26]2([C:31]#[N:32])[CH2:30][CH2:29][CH2:28][CH2:27]2)=[CH:22][CH:21]=1.C(N(CC)CC)C. (10) Given the product [N+:7]([C:10]1[CH:15]=[CH:14][CH:13]=[CH:12][C:11]=1[C:20]1[CH:32]=[CH:31][C:23]([C:24]([O:26][C:27]([CH3:29])([CH3:28])[CH3:30])=[O:25])=[C:22]([NH:33][C:34]([C:36]2[CH:37]=[N:38][CH:39]=[C:40]([C:42]3[CH:47]=[CH:46][CH:45]=[CH:44][CH:43]=3)[CH:41]=2)=[O:35])[CH:21]=1)([O-:9])=[O:8], predict the reactants needed to synthesize it. The reactants are: C(=O)([O-])[O-].[Na+].[Na+].[N+:7]([C:10]1[CH:15]=[CH:14][CH:13]=[CH:12][C:11]=1B(O)O)([O-:9])=[O:8].Br[C:20]1[CH:32]=[CH:31][C:23]([C:24]([O:26][C:27]([CH3:30])([CH3:29])[CH3:28])=[O:25])=[C:22]([NH:33][C:34]([C:36]2[CH:37]=[N:38][CH:39]=[C:40]([C:42]3[CH:47]=[CH:46][CH:45]=[CH:44][CH:43]=3)[CH:41]=2)=[O:35])[CH:21]=1.C(O)(=O)CC(CC(O)=O)(C(O)=O)O.